From a dataset of Retrosynthesis with 50K atom-mapped reactions and 10 reaction types from USPTO. Predict the reactants needed to synthesize the given product. (1) Given the product CC(C)(C)c1ccc(S(=O)(=O)Nc2ccc3cn[nH]c3c2)cc1, predict the reactants needed to synthesize it. The reactants are: CC(C)(C)c1ccc(S(=O)(=O)Cl)cc1.Nc1ccc2cn[nH]c2c1. (2) Given the product CCOC(=O)c1nn(-c2ccc(F)cc2)cc1OC, predict the reactants needed to synthesize it. The reactants are: CCOC(=O)c1nn(-c2ccc(F)cc2)cc1O.CI. (3) Given the product CCOC(=O)N1CC[C@H]2[C@@H](C1)c1cccc3c1N2CCN3C, predict the reactants needed to synthesize it. The reactants are: CCOC(=O)N1CC[C@H]2[C@@H](C1)c1cccc3c1N2CC(=O)N3C. (4) Given the product CCOCc1cnc2ccc(NCc3ccccn3)nn12, predict the reactants needed to synthesize it. The reactants are: CCOCc1cnc2ccc(Cl)nn12.NCc1ccccn1. (5) The reactants are: O=C(c1ccc(O)cc1)C(F)(F)F. Given the product Oc1ccc(C(O)C(F)(F)F)cc1, predict the reactants needed to synthesize it. (6) Given the product C=C(OCC)c1ccc(F)c(C)n1, predict the reactants needed to synthesize it. The reactants are: C=C(OCC)[Sn](CCCC)(CCCC)CCCC.Cc1nc(Br)ccc1F.